Dataset: Full USPTO retrosynthesis dataset with 1.9M reactions from patents (1976-2016). Task: Predict the reactants needed to synthesize the given product. (1) Given the product [CH3:17][C:13]1[CH:14]=[C:15]([CH3:16])[C:10]2[O:9][CH:8]([CH2:18][CH2:19][CH3:20])[C:7](=[O:21])[N:6]([CH2:5][CH2:4][C:3]([OH:22])=[O:2])[C:11]=2[CH:12]=1, predict the reactants needed to synthesize it. The reactants are: C[O:2][C:3](=[O:22])[CH2:4][CH2:5][N:6]1[C:11]2[CH:12]=[C:13]([CH3:17])[CH:14]=[C:15]([CH3:16])[C:10]=2[O:9][CH:8]([CH2:18][CH2:19][CH3:20])[C:7]1=[O:21].[OH-].[Na+]. (2) Given the product [CH2:1]([O:8][C:9](=[O:17])[NH:10][CH2:11][C@H:12]1[CH2:16][CH2:15][O:14][CH2:13]1)[C:2]1[CH:7]=[CH:6][CH:5]=[CH:4][CH:3]=1.[CH2:1]([O:8][C:9](=[O:17])[NH:10][CH2:11][C@@H:12]1[CH2:16][CH2:15][O:14][CH2:13]1)[C:2]1[CH:7]=[CH:6][CH:5]=[CH:4][CH:3]=1, predict the reactants needed to synthesize it. The reactants are: [CH2:1]([O:8][C:9](=[O:17])[NH:10][CH2:11][CH:12]1[CH2:16][CH2:15][O:14][CH2:13]1)[C:2]1[CH:7]=[CH:6][CH:5]=[CH:4][CH:3]=1. (3) Given the product [Cl:22][C:18]1[CH:17]=[C:16]([C:7]2[N:6]=[C:5]([C:3]([OH:4])=[O:2])[CH:10]=[CH:9][C:8]=2[CH:11]2[CH2:15][CH2:14][CH2:13][O:12]2)[CH:21]=[CH:20][CH:19]=1, predict the reactants needed to synthesize it. The reactants are: C[O:2][C:3]([C:5]1[CH:10]=[CH:9][C:8]([CH:11]2[CH2:15][CH2:14][CH2:13][O:12]2)=[C:7]([C:16]2[CH:21]=[CH:20][CH:19]=[C:18]([Cl:22])[CH:17]=2)[N:6]=1)=[O:4].O.[OH-].[Li+]. (4) Given the product [CH3:13][C:46]1[C:44]2[N:45]=[C:41]([O:40][C:39]3[CH:38]=[CH:37][C:36]([CH2:35][CH2:34][N:8]4[CH2:7][CH:6]5[CH2:2][N:3]([C:10]([NH2:12])=[O:11])[CH2:4][CH:5]5[CH2:9]4)=[CH:52][CH:51]=3)[S:42][C:43]=2[CH:49]=[CH:48][CH:47]=1, predict the reactants needed to synthesize it. The reactants are: Cl.[CH2:2]1[CH:6]2[CH2:7][NH:8][CH2:9][CH:5]2[CH2:4][N:3]1[C:10]([NH2:12])=[O:11].[CH2:13]1C2CNCC2CN1C(N)=O.C([O-])([O-])=O.[K+].[K+].CS([CH2:34][CH2:35][C:36]1[CH:52]=[CH:51][C:39]([O:40][C:41]2[S:42][C:43]3[CH:49]=[C:48](C)[CH:47]=[CH:46][C:44]=3[N:45]=2)=[CH:38][CH:37]=1)(=O)=O. (5) Given the product [CH:18](=[N:11][CH2:10][CH2:9][CH2:8][P:7]([C:12]1[CH:17]=[CH:16][CH:15]=[CH:14][CH:13]=1)[C:1]1[CH:2]=[CH:3][CH:4]=[CH:5][CH:6]=1)[C:19]1[CH:24]=[CH:23][CH:22]=[CH:21][CH:20]=1, predict the reactants needed to synthesize it. The reactants are: [C:1]1([P:7]([C:12]2[CH:17]=[CH:16][CH:15]=[CH:14][CH:13]=2)[CH2:8][CH2:9][CH2:10][NH2:11])[CH:6]=[CH:5][CH:4]=[CH:3][CH:2]=1.[CH:18](=O)[C:19]1[CH:24]=[CH:23][CH:22]=[CH:21][CH:20]=1. (6) Given the product [CH2:13]([NH:20][C:21]([N:8]1[CH2:7][CH2:6][C:5]2[CH:11]=[CH:12][C:2]([NH:1][C:21]([NH:20][CH2:13][C:14]3[CH:19]=[CH:18][CH:17]=[CH:16][CH:15]=3)=[O:22])=[CH:3][C:4]=2[CH2:10][CH2:9]1)=[O:22])[C:14]1[CH:19]=[CH:18][CH:17]=[CH:16][CH:15]=1, predict the reactants needed to synthesize it. The reactants are: [NH2:1][C:2]1[CH:12]=[CH:11][C:5]2[CH2:6][CH2:7][NH:8][CH2:9][CH2:10][C:4]=2[CH:3]=1.[CH2:13]([N:20]=[C:21]=[O:22])[C:14]1[CH:19]=[CH:18][CH:17]=[CH:16][CH:15]=1. (7) Given the product [Cl:1][C:2]1[C:10]([O:11][CH2:46][CH2:45][CH2:44][Cl:43])=[CH:9][C:8]([C:12]2[N:13]([C:29]([O:31][C:32]([CH3:34])([CH3:33])[CH3:35])=[O:30])[C:14]3[C:19]([CH:20]=2)=[CH:18][C:17]([CH2:22][N:23]2[CH2:28][CH2:27][CH2:26][CH2:25][CH2:24]2)=[CH:16][CH:15]=3)=[C:7]2[C:3]=1[CH2:4][NH:5][C:6]2=[O:36], predict the reactants needed to synthesize it. The reactants are: [Cl:1][C:2]1[C:10]([OH:11])=[CH:9][C:8]([C:12]2[N:13]([C:29]([O:31][C:32]([CH3:35])([CH3:34])[CH3:33])=[O:30])[C:14]3[C:19]([C:20]=2C)=[CH:18][C:17]([CH2:22][N:23]2[CH2:28][CH2:27][CH2:26][CH2:25][CH2:24]2)=[CH:16][CH:15]=3)=[C:7]2[C:3]=1[CH2:4][NH:5][C:6]2=[O:36].C(=O)([O-])[O-].[Cs+].[Cs+].[Cl:43][CH2:44][CH2:45][CH2:46]I.